From a dataset of Catalyst prediction with 721,799 reactions and 888 catalyst types from USPTO. Predict which catalyst facilitates the given reaction. Reactant: [CH2:1]([N:8]([CH3:17])[C:9]1[C:14]([F:15])=[CH:13][NH:12][C:11](=[O:16])[N:10]=1)[C:2]1[CH:7]=[CH:6][CH:5]=[CH:4][CH:3]=1.[CH3:18][CH2:19][CH2:20][CH2:21][CH2:22][O:23][C:24](Cl)=[O:25].CCN(CC)CC. Product: [CH2:1]([N:8]([CH3:17])[C:9]1[C:14]([F:15])=[CH:13][N:12]([C:24]([O:23][CH2:22][CH2:21][CH2:20][CH2:19][CH3:18])=[O:25])[C:11](=[O:16])[N:10]=1)[C:2]1[CH:7]=[CH:6][CH:5]=[CH:4][CH:3]=1. The catalyst class is: 2.